Dataset: Catalyst prediction with 721,799 reactions and 888 catalyst types from USPTO. Task: Predict which catalyst facilitates the given reaction. (1) Product: [CH:11]1[C:12]2[CH:13]([OH:15])[C:14]3[C:5](=[CH:4][CH:3]=[CH:2][CH:1]=3)[S:6][C:7]=2[CH:8]=[CH:9][CH:10]=1. The catalyst class is: 5. Reactant: [CH:1]1[C:14]2[C:13](=[O:15])[C:12]3[C:7](=[CH:8][CH:9]=[CH:10][CH:11]=3)[S:6][C:5]=2[CH:4]=[CH:3][CH:2]=1.[BH4-].[Na+]. (2) Reactant: [CH2:1]([C:3]1[NH:4][C:5]2[C:10]([C:11]=1[CH2:12][C:13]1[CH:18]=[CH:17][C:16]([N+:19]([O-:21])=[O:20])=[CH:15][CH:14]=1)=[CH:9][CH:8]=[CH:7][CH:6]=2)[CH3:2].C(=O)([O-])[O-].[Cs+].[Cs+].Br[CH2:29][C:30]([O:32][CH2:33][CH3:34])=[O:31]. Product: [CH2:1]([C:3]1[N:4]([CH2:29][C:30]([O:32][CH2:33][CH3:34])=[O:31])[C:5]2[C:10]([C:11]=1[CH2:12][C:13]1[CH:18]=[CH:17][C:16]([N+:19]([O-:21])=[O:20])=[CH:15][CH:14]=1)=[CH:9][CH:8]=[CH:7][CH:6]=2)[CH3:2]. The catalyst class is: 3. (3) Reactant: [CH3:1][O:2][C:3](=[O:18])[C:4]1[CH:9]=[C:8](F)[C:7]([C:11]([F:14])([F:13])[F:12])=[CH:6][C:5]=1[N+:15]([O-:17])=[O:16].[CH3:19][O:20][C:21]([C:23]1[N:24]=[CH:25][NH:26][CH:27]=1)=[O:22]. Product: [CH3:19][O:20][C:21]([C:23]1[N:24]=[CH:25][N:26]([C:8]2[CH:9]=[C:4]([C:3]([O:2][CH3:1])=[O:18])[C:5]([N+:15]([O-:17])=[O:16])=[CH:6][C:7]=2[C:11]([F:14])([F:13])[F:12])[CH:27]=1)=[O:22]. The catalyst class is: 7.